The task is: Predict the reaction yield, written as a fraction of the theoretical maximum amount of product (1.0 means a 100% yield; for example, 0.34 means a 34% yield).. This data is from Reaction yield outcomes from USPTO patents with 853,638 reactions. The reactants are [N:1]1([C:10]2[S:14][C:13]([C:15](O)=[O:16])=[C:12]([O:18][CH2:19][C:20]3[CH:25]=[CH:24][CH:23]=[CH:22][C:21]=3[CH3:26])[CH:11]=2)[C:5]2[CH:6]=[CH:7][CH:8]=[CH:9][C:4]=2[N:3]=[CH:2]1.ClC(N(C)C)=C(C)C.[CH2:35]([NH2:42])[C:36]1[CH:41]=[CH:40][CH:39]=[CH:38][CH:37]=1.C(N(C(C)C)CC)(C)C. The catalyst is ClCCl. The product is [N:1]1([C:10]2[S:14][C:13]([C:15]([NH:42][CH2:35][C:36]3[CH:41]=[CH:40][CH:39]=[CH:38][CH:37]=3)=[O:16])=[C:12]([O:18][CH2:19][C:20]3[CH:25]=[CH:24][CH:23]=[CH:22][C:21]=3[CH3:26])[CH:11]=2)[C:5]2[CH:6]=[CH:7][CH:8]=[CH:9][C:4]=2[N:3]=[CH:2]1. The yield is 6.10.